Predict the reactants needed to synthesize the given product. From a dataset of Full USPTO retrosynthesis dataset with 1.9M reactions from patents (1976-2016). The reactants are: Cl[C:2]1[C:7]([CH3:8])=[CH:6][N:5]=[C:4]([NH2:9])[N:3]=1.[C:10]([O:14][C:15]([C:17]1[CH:18]=[C:19](B(O)O)[CH:20]=[CH:21][CH:22]=1)=[O:16])([CH3:13])([CH3:12])[CH3:11].C([O-])([O-])=O.[Na+].[Na+]. Given the product [NH2:9][C:4]1[N:3]=[C:2]([C:21]2[CH:22]=[C:17]([CH:18]=[CH:19][CH:20]=2)[C:15]([O:14][C:10]([CH3:12])([CH3:13])[CH3:11])=[O:16])[C:7]([CH3:8])=[CH:6][N:5]=1, predict the reactants needed to synthesize it.